The task is: Predict the product of the given reaction.. This data is from Forward reaction prediction with 1.9M reactions from USPTO patents (1976-2016). (1) Given the reactants [Cl:1][C:2]1[NH:10][C:5]2=[N:6][CH:7]=[CH:8][CH:9]=[C:4]2[C:3]=1[CH:11]=[O:12].[C:13]1(B(O)O)[CH:18]=[CH:17][CH:16]=[CH:15][CH:14]=1.C(N(CC)CC)C.N1C=CC=CC=1, predict the reaction product. The product is: [Cl:1][C:2]1[N:10]([C:13]2[CH:18]=[CH:17][CH:16]=[CH:15][CH:14]=2)[C:5]2=[N:6][CH:7]=[CH:8][CH:9]=[C:4]2[C:3]=1[CH:11]=[O:12]. (2) Given the reactants [CH2:1]([N:8]1[CH2:10][C:9]1([CH3:12])[CH3:11])[C:2]1[CH:7]=[CH:6][CH:5]=[CH:4][CH:3]=1.C(=O)([O-])O.[Na+].[CH:18]([OH:21])([CH3:20])[CH3:19], predict the reaction product. The product is: [CH2:1]([NH:8][CH2:10][C:9]([O:21][CH:18]([CH3:20])[CH3:19])([CH3:12])[CH3:11])[C:2]1[CH:7]=[CH:6][CH:5]=[CH:4][CH:3]=1. (3) Given the reactants [CH3:1][N:2]([CH3:16])[C:3]1[CH:4]=C([CH:11]=[C:12]([CH2:14][OH:15])[N:13]=1)C(N(C)C)=O.CO.C[CH2:20][O:21][C:22]([CH3:24])=[O:23].C([O-])(O)=O.[Na+], predict the reaction product. The product is: [CH3:1][N:2]([CH3:16])[C:3]1[CH:4]=[C:24]([CH:11]=[C:12]([CH2:14][OH:15])[N:13]=1)[C:22]([O:21][CH3:20])=[O:23]. (4) Given the reactants [F:1][C:2]([F:16])([F:15])[C:3]1[CH:8]=[CH:7][C:6]([C:9]2[CH:10]=[N:11][CH:12]=[CH:13][CH:14]=2)=[CH:5][CH:4]=1.[ClH:17], predict the reaction product. The product is: [ClH:17].[F:16][C:2]([F:1])([F:15])[C:3]1[CH:4]=[CH:5][C:6]([CH:9]2[CH2:14][CH2:13][CH2:12][NH:11][CH2:10]2)=[CH:7][CH:8]=1. (5) The product is: [C:1]([O:5][C:6]([N:8]1[CH2:13][CH2:12][N:11]([C:14]2[C:15]3[C:30]([CH:31]4[CH2:33][CH2:32]4)=[CH:29][N:28]=[CH:27][C:16]=3[N:17]=[C:18]([C:20]3[CH:25]=[CH:24][N:23]=[C:22]([NH:41][C:37]4[O:38][C:39]([CH3:40])=[C:35]([CH3:34])[N:36]=4)[CH:21]=3)[N:19]=2)[CH2:10][CH2:9]1)=[O:7])([CH3:4])([CH3:3])[CH3:2]. Given the reactants [C:1]([O:5][C:6]([N:8]1[CH2:13][CH2:12][N:11]([C:14]2[C:15]3[C:30]([CH:31]4[CH2:33][CH2:32]4)=[CH:29][N:28]=[CH:27][C:16]=3[N:17]=[C:18]([C:20]3[CH:25]=[CH:24][N:23]=[C:22](Cl)[CH:21]=3)[N:19]=2)[CH2:10][CH2:9]1)=[O:7])([CH3:4])([CH3:3])[CH3:2].[CH3:34][C:35]1[N:36]=[C:37]([NH2:41])[O:38][C:39]=1[CH3:40].CC1(C)C2C(=C(P(C3C=CC=CC=3)C3C=CC=CC=3)C=CC=2)OC2C(P(C3C=CC=CC=3)C3C=CC=CC=3)=CC=CC1=2.C(=O)([O-])[O-], predict the reaction product.